Task: Binary Classification. Given a miRNA mature sequence and a target amino acid sequence, predict their likelihood of interaction.. Dataset: Experimentally validated miRNA-target interactions with 360,000+ pairs, plus equal number of negative samples The miRNA is mmu-miR-466l-5p with sequence UUGUGUGUACAUGUACAUGUAU. The protein sequence of the target gene is MAFQDLLGHAGDLWRFQILQTVFLSIFAVATYLHFMLENFTAFIPGHRCWVHILDNDTVSDNDTGALSQDALLRISIPLDSNMRPEKCRRFVHPQWQLLHLNGTFPNTSDADMEPCVDGWVYDRISFSSTIVTEWDLVCDSQSLTSVAKFVFMAGMMVGGILGGHLSDRFGRRFVLRWCYLQVAIVGTCAALAPTFLIYCSLRFLSGIAAMSLITNTIMLIAEWATHRFQAMGITLGMCPSGIAFMTLAGLAFAIRDWHILQLVVSVPYFVIFLTSSWLLESARWLIINNKPEEGLKELR.... Result: 0 (no interaction).